From a dataset of Full USPTO retrosynthesis dataset with 1.9M reactions from patents (1976-2016). Predict the reactants needed to synthesize the given product. (1) Given the product [CH2:49]([NH:56][C:38]([C:35]1([CH2:41][C:42]2[CH:43]=[CH:44][C:45]([Cl:48])=[CH:46][CH:47]=2)[CH2:34][CH2:33][NH:32][CH2:37][CH2:36]1)=[O:40])[C:50]1[CH:55]=[CH:54][CH:53]=[CH:52][CH:51]=1.[NH3:1], predict the reactants needed to synthesize it. The reactants are: [N:1]1C=CC=C(CNC(C2(CC3C=CC=CC=3)CCNCC2)=O)C=1.Cl.C(OC([N:32]1[CH2:37][CH2:36][C:35]([CH2:41][C:42]2[CH:47]=[CH:46][C:45]([Cl:48])=[CH:44][CH:43]=2)([C:38]([OH:40])=O)[CH2:34][CH2:33]1)=O)(C)(C)C.[CH2:49]([NH2:56])[C:50]1[CH:55]=[CH:54][CH:53]=[CH:52][CH:51]=1. (2) Given the product [O:1]=[C:2]1[C:6]2[CH:7]=[CH:8][C:9]([CH2:11][CH2:12][N:21]3[CH2:20][CH2:19][N:18]([C:22]([O:24][C:25]([CH3:27])([CH3:28])[CH3:26])=[O:23])[CH2:17][CH:16]3[C:15]([F:29])([F:14])[F:30])=[CH:10][C:5]=2[CH2:4][O:3]1, predict the reactants needed to synthesize it. The reactants are: [O:1]=[C:2]1[C:6]2[CH:7]=[CH:8][C:9]([CH2:11][CH:12]=O)=[CH:10][C:5]=2[CH2:4][O:3]1.[F:14][C:15]([F:30])([F:29])[CH:16]1[NH:21][CH2:20][CH2:19][N:18]([C:22]([O:24][C:25]([CH3:28])([CH3:27])[CH3:26])=[O:23])[CH2:17]1.C([BH3-])#N.[Na+].